Dataset: Reaction yield outcomes from USPTO patents with 853,638 reactions. Task: Predict the reaction yield, written as a fraction of the theoretical maximum amount of product (1.0 means a 100% yield; for example, 0.34 means a 34% yield). The reactants are [CH:1]1([CH2:4][N:5]2[CH2:27][C@@H:26]([CH2:28][OH:29])[N:8]3[C:9]4[CH:10]=[CH:11][C:12]([O:16][CH:17]5[CH2:22][CH2:21][N:20]([CH:23]([CH3:25])[CH3:24])[CH2:19][CH2:18]5)=[CH:13][C:14]=4[CH:15]=[C:7]3[C:6]2=[O:30])[CH2:3][CH2:2]1.[CH3:31]I.[H-].[Na+]. No catalyst specified. The product is [CH:1]1([CH2:4][N:5]2[CH2:27][C@@H:26]([CH2:28][O:29][CH3:31])[N:8]3[C:9]4[CH:10]=[CH:11][C:12]([O:16][CH:17]5[CH2:18][CH2:19][N:20]([CH:23]([CH3:25])[CH3:24])[CH2:21][CH2:22]5)=[CH:13][C:14]=4[CH:15]=[C:7]3[C:6]2=[O:30])[CH2:3][CH2:2]1. The yield is 0.670.